Dataset: Reaction yield outcomes from USPTO patents with 853,638 reactions. Task: Predict the reaction yield, written as a fraction of the theoretical maximum amount of product (1.0 means a 100% yield; for example, 0.34 means a 34% yield). (1) The reactants are C[O:2][C:3](=[O:22])[C:4]1[CH:9]=[CH:8][C:7]([CH2:10][CH2:11][C:12]2[CH:21]=[CH:20][C:19]3[C:14](=[CH:15][CH:16]=[CH:17][CH:18]=3)[N:13]=2)=[CH:6][CH:5]=1.CO.[OH-].[Na+]. The catalyst is C1COCC1. The product is [N:13]1[C:14]2[C:19](=[CH:18][CH:17]=[CH:16][CH:15]=2)[CH:20]=[CH:21][C:12]=1[CH2:11][CH2:10][C:7]1[CH:6]=[CH:5][C:4]([C:3]([OH:22])=[O:2])=[CH:9][CH:8]=1. The yield is 0.860. (2) The reactants are [C:1]1([N:7]2[C:11]([SH:12])=[N:10][N:9]=[N:8]2)[CH:6]=[CH:5][CH:4]=[CH:3][CH:2]=1.C1C(=O)N(Cl)C(=O)C1.[Br-].[CH3:22][O:23][C:24]1[CH:25]=[C:26]([Zn+])[CH:27]=[C:28]([O:32][CH3:33])[C:29]=1[O:30][CH3:31]. No catalyst specified. The product is [C:1]1([N:7]2[C:11]([S:12][C:26]3[CH:27]=[C:28]([O:32][CH3:33])[C:29]([O:30][CH3:31])=[C:24]([O:23][CH3:22])[CH:25]=3)=[N:10][N:9]=[N:8]2)[CH:2]=[CH:3][CH:4]=[CH:5][CH:6]=1. The yield is 0.610. (3) The reactants are [NH2:1][C:2]1[C:11]2[C:6](=[C:7](Br)[CH:8]=[CH:9][CH:10]=2)[N:5]=[N:4][C:3]=1[C:13]([NH:15][CH2:16][CH2:17][CH3:18])=[O:14].[CH3:19][O:20][C:21]1[CH:22]=[C:23](B2OC(C)(C)C(C)(C)O2)[CH:24]=[C:25]([O:27][CH3:28])[CH:26]=1. No catalyst specified. The product is [NH2:1][C:2]1[C:11]2[C:6](=[C:7]([C:23]3[CH:22]=[C:21]([O:20][CH3:19])[CH:26]=[C:25]([O:27][CH3:28])[CH:24]=3)[CH:8]=[CH:9][CH:10]=2)[N:5]=[N:4][C:3]=1[C:13]([NH:15][CH2:16][CH2:17][CH3:18])=[O:14]. The yield is 0.939. (4) The reactants are [CH3:1][Si](C=[N+]=[N-])(C)C.[Br:8][C:9]1[C:10]([C:19]([OH:21])=[O:20])=[N:11][C:12]([C:15]([CH3:18])([CH3:17])[CH3:16])=[N:13][CH:14]=1. The catalyst is C1C=CC=CC=1.CO. The product is [CH3:1][O:20][C:19]([C:10]1[C:9]([Br:8])=[CH:14][N:13]=[C:12]([C:15]([CH3:16])([CH3:17])[CH3:18])[N:11]=1)=[O:21]. The yield is 0.810. (5) The reactants are C1(O)C=CC=CC=1.[CH2:8]([C:15]1[O:16][C:17]2[CH:30]=[CH:29][CH:28]=[CH:27][C:18]=2[C:19]=1[C:20]1[CH:25]=[CH:24][C:23]([OH:26])=[CH:22][CH:21]=1)[C:9]1[CH:14]=[CH:13][CH:12]=[CH:11][CH:10]=1.C(N(CC)CC)C.C1C=CC(N([S:45]([C:48]([F:51])([F:50])[F:49])(=[O:47])=[O:46])[S:45]([C:48]([F:51])([F:50])[F:49])(=[O:47])=[O:46])=CC=1. The catalyst is C(Cl)Cl.O. The product is [CH2:8]([C:15]1[O:16][C:17]2[CH:30]=[CH:29][CH:28]=[CH:27][C:18]=2[C:19]=1[C:20]1[CH:25]=[CH:24][C:23]([O:26][S:45]([C:48]([F:51])([F:50])[F:49])(=[O:47])=[O:46])=[CH:22][CH:21]=1)[C:9]1[CH:10]=[CH:11][CH:12]=[CH:13][CH:14]=1. The yield is 0.900. (6) The reactants are [NH2:1][C:2]1[CH:7]=[CH:6][C:5]([CH:8]2[C:17]([CH3:19])([CH3:18])[CH2:16][C:15]3[C:10](=[CH:11][CH:12]=[C:13]([C:20]([OH:22])=[O:21])[CH:14]=3)[NH:9]2)=[CH:4][CH:3]=1.[F:23][C:24]1[CH:25]=[C:26]([S:30](Cl)(=[O:32])=[O:31])[CH:27]=[CH:28][CH:29]=1. The catalyst is N1C=CC=CC=1. The product is [F:23][C:24]1[CH:25]=[C:26]([S:30]([NH:1][C:2]2[CH:3]=[CH:4][C:5]([CH:8]3[C:17]([CH3:18])([CH3:19])[CH2:16][C:15]4[C:10](=[CH:11][CH:12]=[C:13]([C:20]([OH:22])=[O:21])[CH:14]=4)[NH:9]3)=[CH:6][CH:7]=2)(=[O:32])=[O:31])[CH:27]=[CH:28][CH:29]=1. The yield is 0.620. (7) The reactants are [ClH:1].Cl.[CH3:3][C:4]1[CH:5]=[CH:6][C:7](OS(C2C=CC=CC=2S(N(CC)C2CCN(CC3C=CC=CC=3)C2)(=O)=O)(=O)=O)=[C:8]([CH:18]=1)[O:9][CH2:10][CH2:11][CH2:12][O:13][NH:14][C:15](=[NH:17])[NH2:16].CC1C=CC([O:70][S:71]([C:74]2[CH:79]=[CH:78][CH:77]=[CH:76][C:75]=2[S:80]([N:83]([CH2:96][CH3:97])[CH:84]2[CH2:88][CH2:87][N:86]([CH2:89][C:90]3[CH:95]=[CH:94][CH:93]=[CH:92][CH:91]=3)[CH2:85]2)(=[O:82])=[O:81])(=[O:73])=[O:72])=C(C=1)OCCCOC1C=CC=C2C(NC(=O)C=12)=O.C(C(=CC1C=CC(O)=CC=1)C(O)=O)#N. No catalyst specified. The yield is 0.830. The product is [ClH:1].[ClH:1].[CH3:3][C:4]1[CH:5]=[C:6]([O:70][S:71]([C:74]2[CH:79]=[CH:78][CH:77]=[CH:76][C:75]=2[S:80]([N:83]([CH2:96][CH3:97])[CH:84]2[CH2:88][CH2:87][N:86]([CH2:89][C:90]3[CH:91]=[CH:92][CH:93]=[CH:94][CH:95]=3)[CH2:85]2)(=[O:81])=[O:82])(=[O:73])=[O:72])[CH:7]=[C:8]([CH:18]=1)[O:9][CH2:10][CH2:11][CH2:12][O:13][NH:14][C:15]([NH2:17])=[NH:16].